From a dataset of Full USPTO retrosynthesis dataset with 1.9M reactions from patents (1976-2016). Predict the reactants needed to synthesize the given product. (1) Given the product [Cl:12][C:13]1[CH:14]=[C:15]([NH:20][C:21]([CH:7]2[C:6](=[O:11])[CH2:5][CH:4]([CH:1]([CH3:3])[CH3:2])[CH2:9][C:8]2=[O:10])=[O:22])[CH:16]=[CH:17][C:18]=1[Cl:19], predict the reactants needed to synthesize it. The reactants are: [CH:1]([CH:4]1[CH2:9][C:8](=[O:10])[CH2:7][C:6](=[O:11])[CH2:5]1)([CH3:3])[CH3:2].[Cl:12][C:13]1[CH:14]=[C:15]([N:20]=[C:21]=[O:22])[CH:16]=[CH:17][C:18]=1[Cl:19]. (2) Given the product [Br:1][C:2]1[CH:7]=[CH:6][C:5]([C:8]([C:10]2[N:14]([CH3:15])[N:13]=[C:12]([CH3:16])[CH:11]=2)=[N:19][NH:18][C:20]([O:22][C:23]([CH3:26])([CH3:25])[CH3:24])=[O:21])=[C:4]([F:17])[CH:3]=1, predict the reactants needed to synthesize it. The reactants are: [Br:1][C:2]1[CH:7]=[CH:6][C:5]([C:8]([C:10]2[N:14]([CH3:15])[N:13]=[C:12]([CH3:16])[CH:11]=2)=O)=[C:4]([F:17])[CH:3]=1.[NH:18]([C:20]([O:22][C:23]([CH3:26])([CH3:25])[CH3:24])=[O:21])[NH2:19]. (3) Given the product [Cl:1][C:2]1[CH:10]=[CH:9][C:8]([N:11]2[CH2:12][CH2:19][CH:15]([N:14]([CH3:17])[CH3:13])[CH2:16]2)=[CH:7][C:3]=1[C:4]([NH2:6])=[O:5], predict the reactants needed to synthesize it. The reactants are: [Cl:1][C:2]1[CH:10]=[CH:9][C:8]([N:11]2[CH2:16][CH2:15][N:14]([CH3:17])[CH2:13][CH2:12]2)=[CH:7][C:3]=1[C:4]([NH2:6])=[O:5].Cl[C:19]1C=CC(F)=CC=1C(N)=O.CN(C)C1CCNC1.